This data is from Reaction yield outcomes from USPTO patents with 853,638 reactions. The task is: Predict the reaction yield, written as a fraction of the theoretical maximum amount of product (1.0 means a 100% yield; for example, 0.34 means a 34% yield). (1) The reactants are [BH4-].[Li+].C([O:5][C:6](=O)[CH:7]([NH2:17])[CH:8]([C:13]([F:16])([F:15])[F:14])[C:9]([F:12])([F:11])[F:10])C.Cl. The catalyst is C1COCC1. The product is [F:10][C:9]([F:11])([F:12])[CH:8]([C:13]([F:14])([F:15])[F:16])[CH:7]([NH2:17])[CH2:6][OH:5]. The yield is 0.770. (2) The reactants are [CH3:1][C:2]1([CH3:20])[C:11]2[C:6](=[CH:7][CH:8]=[C:9]([CH3:12])[CH:10]=2)[NH:5][CH:4]([C:13]2[CH:14]=[C:15]([NH2:19])[CH:16]=[CH:17][CH:18]=2)[CH2:3]1.N1C=CC=CC=1.[C:27]1([S:33](Cl)(=[O:35])=[O:34])[CH:32]=[CH:31][CH:30]=[CH:29][CH:28]=1. The catalyst is ClCCl. The product is [CH3:1][C:2]1([CH3:20])[C:11]2[C:6](=[CH:7][CH:8]=[C:9]([CH3:12])[CH:10]=2)[NH:5][CH:4]([C:13]2[CH:14]=[C:15]([NH:19][S:33]([C:27]3[CH:32]=[CH:31][CH:30]=[CH:29][CH:28]=3)(=[O:35])=[O:34])[CH:16]=[CH:17][CH:18]=2)[CH2:3]1. The yield is 0.590. (3) The reactants are [Cl:1][C:2]1([F:8])[CH2:4][CH:3]1[C:5](O)=[O:6].C(N1C=CN=C1)(N1C=CN=C1)=O.[C:21]1([C@H:27]([NH2:29])[CH3:28])[CH:26]=[CH:25][CH:24]=[CH:23][CH:22]=1. The catalyst is C1COCC1. The product is [Cl:1][C:2]1([F:8])[CH2:4][CH:3]1[C:5]([NH:29][C@@H:27]([C:21]1[CH:26]=[CH:25][CH:24]=[CH:23][CH:22]=1)[CH3:28])=[O:6]. The yield is 0.500.